Dataset: Forward reaction prediction with 1.9M reactions from USPTO patents (1976-2016). Task: Predict the product of the given reaction. (1) Given the reactants [CH3:1][C:2]1[S:6][C:5]([C:7]2[CH:12]=[CH:11][N:10]=[CH:9][C:8]=2[N:13]2[CH2:18][CH2:17][CH:16]([C:19]([OH:21])=O)[CH2:15][CH2:14]2)=[N:4][N:3]=1.[CH3:22][O:23][CH2:24][C@H:25]1[CH2:29][CH2:28][CH2:27][NH:26]1.CN(C(ON1N=NC2C=CC=NC1=2)=[N+](C)C)C.F[P-](F)(F)(F)(F)F.CCN(C(C)C)C(C)C, predict the reaction product. The product is: [CH3:22][O:23][CH2:24][C@H:25]1[CH2:29][CH2:28][CH2:27][N:26]1[C:19]([CH:16]1[CH2:15][CH2:14][N:13]([C:8]2[CH:9]=[N:10][CH:11]=[CH:12][C:7]=2[C:5]2[S:6][C:2]([CH3:1])=[N:3][N:4]=2)[CH2:18][CH2:17]1)=[O:21]. (2) Given the reactants [Br:1][C:2]1[CH:3]=[C:4]([CH:15]=[CH:16][C:17]=1[F:18])[C:5]([C:7]1[C:8]([C:13]#[N:14])=[N:9][CH:10]=[CH:11][CH:12]=1)=O.[CH3:19][C:20]([S:23]([NH2:25])=[O:24])([CH3:22])[CH3:21], predict the reaction product. The product is: [Br:1][C:2]1[CH:3]=[C:4]([C:5]([C:7]2[C:8]([C:13]#[N:14])=[N:9][CH:10]=[CH:11][CH:12]=2)=[N:25][S:23]([C:20]([CH3:22])([CH3:21])[CH3:19])=[O:24])[CH:15]=[CH:16][C:17]=1[F:18].